Dataset: Catalyst prediction with 721,799 reactions and 888 catalyst types from USPTO. Task: Predict which catalyst facilitates the given reaction. (1) Reactant: [Cl:1][C:2]1[CH:3]=[C:4]([C@@H:12]([CH2:22][CH:23]2[CH2:27][CH2:26][CH2:25][CH2:24]2)[C:13]([NH:15][C:16]2[CH:20]=[CH:19][N:18]([CH3:21])[N:17]=2)=[O:14])[CH:5]=[CH:6][C:7]=1[S:8]([CH3:11])(=[O:10])=[O:9].C(Cl)(=O)C(Cl)=O.N1C(C)=CC=CC=1C.[CH3:42][O:43][C:44](=[O:58])[C:45]1[CH:50]=[CH:49][CH:48]=[C:47](CN2C=CC(N)=N2)[CH:46]=1. Product: [CH3:42][O:43][C:44](=[O:58])[C:45]1[CH:50]=[CH:49][CH:48]=[C:47]([CH2:21][N:18]2[CH:19]=[CH:20][C:16]([NH:15][C:13](=[O:14])[C@@H:12]([C:4]3[CH:5]=[CH:6][C:7]([S:8]([CH3:11])(=[O:10])=[O:9])=[C:2]([Cl:1])[CH:3]=3)[CH2:22][CH:23]3[CH2:24][CH2:25][CH2:26][CH2:27]3)=[N:17]2)[CH:46]=1. The catalyst class is: 2. (2) Reactant: [CH3:1][NH:2][C:3]([C:5]1[C:13]2[CH:12]=[C:11]3[C:14](=[CH2:36])[CH2:15][N:16](S(C4C=CC=CC=4[N+]([O-])=O)(=O)=O)[CH2:17][CH2:18][N:19]([S:20]([CH3:23])(=[O:22])=[O:21])[C:10]3=[N:9][C:8]=2[O:7][C:6]=1[C:37]1[CH:42]=[CH:41][C:40]([F:43])=[CH:39][CH:38]=1)=[O:4].C([O-])([O-])=O.[Cs+].[Cs+].C1(S)C=CC=CC=1.C1C=CC(P(C2C=CC=CC=2)C2C=CC=CC=2)=CC=1. Product: [CH3:1][NH:2][C:3]([C:5]1[C:13]2[CH:12]=[C:11]3[C:14](=[CH2:36])[CH2:15][NH:16][CH2:17][CH2:18][N:19]([S:20]([CH3:23])(=[O:22])=[O:21])[C:10]3=[N:9][C:8]=2[O:7][C:6]=1[C:37]1[CH:38]=[CH:39][C:40]([F:43])=[CH:41][CH:42]=1)=[O:4]. The catalyst class is: 1. (3) Reactant: [F:1][C:2]1([F:34])[O:6][C:5]2[CH:7]=[CH:8][C:9]([C:11]3([C:14]([NH:16][C@@H:17]4[CH2:22][CH2:21][O:20][C@H:19]([C:23]5[CH:32]=[CH:31][C:26]([C:27]([O:29]C)=[O:28])=[CH:25][C:24]=5[CH3:33])[CH2:18]4)=[O:15])[CH2:13][CH2:12]3)=[CH:10][C:4]=2[O:3]1.[OH-].[Na+]. Product: [F:34][C:2]1([F:1])[O:6][C:5]2[CH:7]=[CH:8][C:9]([C:11]3([C:14]([NH:16][C@@H:17]4[CH2:22][CH2:21][O:20][C@H:19]([C:23]5[CH:32]=[CH:31][C:26]([C:27]([OH:29])=[O:28])=[CH:25][C:24]=5[CH3:33])[CH2:18]4)=[O:15])[CH2:12][CH2:13]3)=[CH:10][C:4]=2[O:3]1. The catalyst class is: 8. (4) Reactant: Cl[NH:2][C:3]1[CH:33]=[CH:32][C:6]2[NH:7][C:8]([C:13]3[C:14](=[O:31])[C:15]([CH2:25][CH2:26][C:27]([CH3:30])([CH3:29])[CH3:28])([CH3:24])[C:16]4[C:21]([C:22]=3[OH:23])=[CH:20][CH:19]=[CH:18][CH:17]=4)=[N:9][S:10](=[O:12])(=[O:11])[C:5]=2[CH:4]=1.[S:34](Cl)([CH3:37])(=[O:36])=[O:35].N1C=CC=CC=1. Product: [CH3:28][C:27]([CH3:30])([CH3:29])[CH2:26][CH2:25][C:15]1([CH3:24])[C:16]2[C:21](=[CH:20][CH:19]=[CH:18][CH:17]=2)[C:22]([OH:23])=[C:13]([C:8]2[NH:7][C:6]3[CH:32]=[CH:33][C:3]([NH:2][S:34]([CH3:37])(=[O:36])=[O:35])=[CH:4][C:5]=3[S:10](=[O:12])(=[O:11])[N:9]=2)[C:14]1=[O:31]. The catalyst class is: 21. (5) Reactant: [CH3:1][O:2][C:3]([C@H:5]1[CH2:10][CH2:9][C@H:8]([CH2:11][NH:12][C:13]2[CH:18]=[C:17]([O:19][CH3:20])[C:16]([F:21])=[CH:15][C:14]=2[N+:22]([O-])=O)[CH2:7][CH2:6]1)=[O:4].[H][H]. Product: [CH3:1][O:2][C:3]([C@H:5]1[CH2:10][CH2:9][C@H:8]([CH2:11][NH:12][C:13]2[CH:18]=[C:17]([O:19][CH3:20])[C:16]([F:21])=[CH:15][C:14]=2[NH2:22])[CH2:7][CH2:6]1)=[O:4]. The catalyst class is: 50. (6) Product: [OH:17][C:18]1[CH:25]=[CH:24][CH:23]=[C:22]([O:16][CH2:15][C@@H:14]2[CH2:13][CH2:12][O:11][CH2:10][C@@H:9]2[C:8]2[N:4]([CH:1]([CH3:3])[CH3:2])[N:5]=[CH:6][CH:7]=2)[C:19]=1[CH:20]=[O:21]. Reactant: [CH:1]([N:4]1[C:8]([C@@H:9]2[C@H:14]([CH2:15][OH:16])[CH2:13][CH2:12][O:11][CH2:10]2)=[CH:7][CH:6]=[N:5]1)([CH3:3])[CH3:2].[OH:17][C:18]1[CH:25]=[CH:24][CH:23]=[C:22](O)[C:19]=1[CH:20]=[O:21].C1C=CC(P(C2C=CC=CC=2)C2C=CC=CC=2)=CC=1.CC(OC(/N=N/C(OC(C)C)=O)=O)C. The catalyst class is: 1.